This data is from Forward reaction prediction with 1.9M reactions from USPTO patents (1976-2016). The task is: Predict the product of the given reaction. (1) Given the reactants C([O:5][C:6](=O)[NH:7][CH2:8][C@@H:9]1[O:13][C:12](=[O:14])[N:11]([C:15]2[CH:20]=[CH:19][C:18]([C:21]3[S:22][CH:23]=[C:24]([CH2:26][N:27]4[CH:31]=[N:30][CH:29]=[N:28]4)[N:25]=3)=[C:17]([F:32])[CH:16]=2)[CH2:10]1)(C)(C)C.F[C:35](F)(F)C(O)=O.C(N(CC)CC)C.C(OC(=O)C)(=O)C, predict the reaction product. The product is: [F:32][C:17]1[CH:16]=[C:15]([N:11]2[CH2:10][C@H:9]([CH2:8][NH:7][C:6](=[O:5])[CH3:35])[O:13][C:12]2=[O:14])[CH:20]=[CH:19][C:18]=1[C:21]1[S:22][CH:23]=[C:24]([CH2:26][N:27]2[CH:31]=[N:30][CH:29]=[N:28]2)[N:25]=1. (2) Given the reactants [C:1]([C:3]1[C:4]([C:21]([F:24])([F:23])[F:22])=[C:5]2[C:9](=[CH:10][CH:11]=1)[N:8]([CH2:12]/[C:13](=[N:16]/[H])/[NH:14][OH:15])[C:7]([CH2:18][CH2:19][CH3:20])=[CH:6]2)#[N:2].[F:25][C:26]1[CH:34]=[CH:33][C:32]([F:35])=[CH:31][C:27]=1[C:28](Cl)=O.C(N(CC)C(C)C)(C)C, predict the reaction product. The product is: [F:25][C:26]1[CH:34]=[CH:33][C:32]([F:35])=[CH:31][C:27]=1[C:28]1[O:15][N:14]=[C:13]([CH2:12][N:8]2[C:9]3[C:5](=[C:4]([C:21]([F:24])([F:23])[F:22])[C:3]([C:1]#[N:2])=[CH:11][CH:10]=3)[CH:6]=[C:7]2[CH2:18][CH2:19][CH3:20])[N:16]=1. (3) The product is: [Br:1][C:2]1[C:7]([NH:8][CH2:10][C:11]2[CH:16]=[CH:15][C:14]([O:17][CH3:18])=[CH:13][CH:12]=2)=[CH:6][C:5]([Cl:9])=[CH:4][N:3]=1. Given the reactants [Br:1][C:2]1[C:7]([NH2:8])=[CH:6][C:5]([Cl:9])=[CH:4][N:3]=1.[CH:10](=O)[C:11]1[CH:16]=[CH:15][C:14]([O:17][CH3:18])=[CH:13][CH:12]=1.C(O[BH-](OC(=O)C)OC(=O)C)(=O)C.[Na+].C(=O)(O)[O-].[Na+], predict the reaction product. (4) Given the reactants Cl[C:2]1[CH:11]=[N:10][C:9]2[C:4](=[C:5]([O:14][CH3:15])[C:6]([O:12][CH3:13])=[CH:7][CH:8]=2)[N:3]=1.[SH:16][CH2:17][CH2:18]O.C(O[C:25](=[O:33])[NH:26][CH:27]1[CH2:32][CH2:31][NH:30][CH2:29][CH2:28]1)(C)(C)C.[O:34]=[C:35]1[NH:40][C:39]2[CH:41]=[C:42](C(O)=O)[CH:43]=[CH:44][C:38]=2[S:37][CH2:36]1, predict the reaction product. The product is: [CH3:13][O:12][C:6]1[C:5]([O:14][CH3:15])=[C:4]2[C:9]([N:10]=[CH:11][C:2]([S:16][CH2:17][CH2:18][N:30]3[CH2:29][CH2:28][CH:27]([NH:26][C:25]([C:42]4[CH:43]=[CH:44][C:38]5[S:37][CH2:36][C:35](=[O:34])[NH:40][C:39]=5[CH:41]=4)=[O:33])[CH2:32][CH2:31]3)=[N:3]2)=[CH:8][CH:7]=1. (5) Given the reactants Cl[C:2]1[N:10]=[C:9]2[C:5]([N:6]=[CH:7][NH:8]2)=[C:4]([N:11]2[CH2:16][CH2:15][CH:14]([CH2:17][NH:18]C(=O)OC(C)(C)C)[CH2:13][CH2:12]2)[N:3]=1.[NH2:26][C:27]1[CH:32]=[CH:31][C:30]([N:33]2[CH2:38][CH2:37][N:36]([C:39](=[O:41])[CH3:40])[CH2:35][CH2:34]2)=[CH:29][CH:28]=1.C[Si](Cl)(C)C, predict the reaction product. The product is: [NH2:18][CH2:17][CH:14]1[CH2:13][CH2:12][N:11]([C:4]2[N:3]=[C:2]([NH:26][C:27]3[CH:28]=[CH:29][C:30]([N:33]4[CH2:34][CH2:35][N:36]([C:39](=[O:41])[CH3:40])[CH2:37][CH2:38]4)=[CH:31][CH:32]=3)[N:10]=[C:9]3[C:5]=2[N:6]=[CH:7][NH:8]3)[CH2:16][CH2:15]1. (6) Given the reactants [F:1][C:2]1[CH:3]=[CH:4][C:5]([NH:8][NH2:9])=[N:6][CH:7]=1.CCN(C(C)C)C(C)C.[CH3:19][C@H:20]1[CH2:25][CH2:24][CH2:23][CH2:22][N:21]1[C:26](Cl)=[O:27].O, predict the reaction product. The product is: [F:1][C:2]1[CH:3]=[CH:4][C:5]([NH:8][NH:9][C:26]([N:21]2[CH2:22][CH2:23][CH2:24][CH2:25][C@@H:20]2[CH3:19])=[O:27])=[N:6][CH:7]=1. (7) The product is: [CH3:16][C:17]1([CH3:25])[O:24][C:22](=[O:23])[CH:21]([C:13]([C@@H:12]2[CH2:11][S:10][CH2:9][N:8]2[C:6]([O:5][C:1]([CH3:2])([CH3:3])[CH3:4])=[O:7])=[O:15])[C:19](=[O:20])[O:18]1. Given the reactants [C:1]([O:5][C:6]([N:8]1[C@H:12]([C:13]([OH:15])=O)[CH2:11][S:10][CH2:9]1)=[O:7])([CH3:4])([CH3:3])[CH3:2].[CH3:16][C:17]1([CH3:25])[O:24][C:22](=[O:23])[CH2:21][C:19](=[O:20])[O:18]1, predict the reaction product.